Dataset: Forward reaction prediction with 1.9M reactions from USPTO patents (1976-2016). Task: Predict the product of the given reaction. (1) Given the reactants [CH2:1]([N:5]([S:15]([C:18]1[CH:23]=[CH:22][C:21]([N+:24]([O-:26])=[O:25])=[CH:20][CH:19]=1)(=[O:17])=[O:16])[C@H:6]([C:12]([OH:14])=[O:13])[CH2:7][CH2:8][CH2:9][CH2:10][NH2:11])[CH:2]([CH3:4])[CH3:3].[CH3:27][O:28][C:29]1[CH:30]=[C:31]([CH:37]=[CH:38][C:39]=1[O:40][CH3:41])[CH:32]=[CH:33][C:34](O)=[O:35], predict the reaction product. The product is: [CH2:1]([N:5]([S:15]([C:18]1[CH:23]=[CH:22][C:21]([N+:24]([O-:26])=[O:25])=[CH:20][CH:19]=1)(=[O:17])=[O:16])[C@H:6]([C:12]([OH:14])=[O:13])[CH2:7][CH2:8][CH2:9][CH2:10][NH:11][C:34](=[O:35])[CH:33]=[CH:32][C:31]1[CH:37]=[CH:38][C:39]([O:40][CH3:41])=[C:29]([O:28][CH3:27])[CH:30]=1)[CH:2]([CH3:4])[CH3:3]. (2) Given the reactants C1C2C(COC(=O)[NH:17][CH2:18][CH2:19][O:20][CH2:21][CH2:22][O:23][CH2:24][CH2:25][O:26][CH2:27][CH2:28][C:29](ON3C(=O)CCC3=O)=[O:30])C3C(=CC=CC=3)C=2C=CC=1.[ClH:40].[NH2:41][C:42]1[CH:50]=[CH:49][CH:48]=[C:47]2[C:43]=1[C:44](=[O:65])[N:45]([C:52]1([CH2:60][CH2:61][CH2:62][CH2:63][NH2:64])[CH2:57][CH2:56][C:55](=[O:58])[NH:54][C:53]1=[O:59])[C:46]2=[O:51].C(N(CC)CC)C, predict the reaction product. The product is: [NH2:41][C:42]1[CH:50]=[CH:49][CH:48]=[C:47]2[C:43]=1[C:44](=[O:65])[N:45]([C:52]1([CH2:60][CH2:61][CH2:62][CH2:63][NH:64][C:29](=[O:30])[CH2:28][CH2:27][O:26][CH2:25][CH2:24][O:23][CH2:22][CH2:21][O:20][CH2:19][CH2:18][NH2:17])[CH2:57][CH2:56][C:55](=[O:58])[NH:54][C:53]1=[O:59])[C:46]2=[O:51].[ClH:40].[NH2:41][C:42]1[CH:50]=[CH:49][CH:48]=[C:47]2[C:43]=1[C:44](=[O:65])[N:45]([C:52]1([CH2:60][CH2:61][CH2:62][CH2:63][NH2:64])[CH2:57][CH2:56][C:55](=[O:58])[NH:54][C:53]1=[O:59])[C:46]2=[O:51]. (3) Given the reactants [H-].[Na+].[F:3][CH:4]([F:7])[CH2:5][OH:6].[Cl:8][C:9]1[CH:10]=[C:11]([NH:16][C:17]2[C:26]3[C:21](=[CH:22][C:23](F)=[C:24]([N+:27]([O-:29])=[O:28])[CH:25]=3)[N:20]=[CH:19][N:18]=2)[CH:12]=[CH:13][C:14]=1[F:15].O, predict the reaction product. The product is: [Cl:8][C:9]1[CH:10]=[C:11]([NH:16][C:17]2[C:26]3[C:21](=[CH:22][C:23]([O:6][CH2:5][CH:4]([F:7])[F:3])=[C:24]([N+:27]([O-:29])=[O:28])[CH:25]=3)[N:20]=[CH:19][N:18]=2)[CH:12]=[CH:13][C:14]=1[F:15]. (4) The product is: [N+:1]([C:4]1[CH:9]=[CH:8][C:7]([NH:10][C:26](=[O:28])[CH3:27])=[CH:6][C:5]=1[N:11]1[CH2:16][CH2:15][CH2:14][CH2:13][CH2:12]1)([O-:3])=[O:2]. Given the reactants [N+:1]([C:4]1[CH:9]=[CH:8][C:7]([NH2:10])=[CH:6][C:5]=1[N:11]1[CH2:16][CH2:15][CH2:14][CH2:13][CH2:12]1)([O-:3])=[O:2].CCN(C(C)C)C(C)C.[C:26](Cl)(=[O:28])[CH3:27], predict the reaction product. (5) The product is: [OH:20][CH:2]([CH2:3][OH:21])[CH2:1][N:4]([C:14]1[CH:19]=[CH:18][CH:17]=[CH:16][CH:15]=1)[C:5]([C:7]1[S:11][N:10]=[C:9]([Cl:12])[C:8]=1[Cl:13])=[O:6]. Given the reactants [CH2:1]([N:4]([C:14]1[CH:19]=[CH:18][CH:17]=[CH:16][CH:15]=1)[C:5]([C:7]1[S:11][N:10]=[C:9]([Cl:12])[C:8]=1[Cl:13])=[O:6])[CH:2]=[CH2:3].[OH2:20].[OH2:21].C[N+]([O-])(C)C.S([O-])([O-])(=O)=S.[Na+].[Na+], predict the reaction product. (6) Given the reactants [CH2:1]([O:3][C:4]([C:6]1([CH2:23][CH3:24])[CH2:11][CH2:10][CH2:9][N:8]([CH2:12][CH:13]2[O:18][C:17]3[CH:19]=[CH:20][CH:21]=[CH:22][C:16]=3[O:15][CH2:14]2)[CH2:7]1)=[O:5])[CH3:2].[CH2:25](Br)C=C, predict the reaction product. The product is: [CH2:1]([O:3][C:4]([C:6]1([CH2:23][CH:24]=[CH2:25])[CH2:11][CH2:10][CH2:9][N:8]([CH2:12][CH:13]2[O:18][C:17]3[CH:19]=[CH:20][CH:21]=[CH:22][C:16]=3[O:15][CH2:14]2)[CH2:7]1)=[O:5])[CH3:2].